The task is: Predict the reactants needed to synthesize the given product.. This data is from Full USPTO retrosynthesis dataset with 1.9M reactions from patents (1976-2016). (1) Given the product [Cl:8][C:9]1[CH:14]=[CH:13][N:12]=[C:11](/[CH:15]=[N:7]/[S@:5]([C:2]([CH3:4])([CH3:3])[CH3:1])=[O:6])[C:10]=1[F:17], predict the reactants needed to synthesize it. The reactants are: [CH3:1][C:2]([S@:5]([NH2:7])=[O:6])([CH3:4])[CH3:3].[Cl:8][C:9]1[CH:14]=[CH:13][N:12]=[C:11]([CH:15]=O)[C:10]=1[F:17].C([O-])([O-])=O.[Cs+].[Cs+]. (2) Given the product [C:1]([O:5][C:6]([N:8]1[CH2:9][CH2:10][C:11]2([C:15](=[O:16])[N:14]([C:17]3[CH:22]=[CH:21][C:20]([CH:23]4[CH2:28][CH2:27][CH:26]([OH:29])[CH2:25][CH2:24]4)=[CH:19][C:18]=3[F:37])[CH2:13][CH2:12]2)[CH2:38][CH2:39]1)=[O:7])([CH3:4])([CH3:2])[CH3:3], predict the reactants needed to synthesize it. The reactants are: [C:1]([O:5][C:6]([N:8]1[CH2:39][CH2:38][C:11]2([C:15](=[O:16])[N:14]([C:17]3[CH:22]=[CH:21][C:20]([CH:23]4[CH2:28][CH2:27][CH:26]([O:29][Si](C(C)(C)C)(C)C)[CH2:25][CH2:24]4)=[CH:19][C:18]=3[F:37])[CH2:13][CH2:12]2)[CH2:10][CH2:9]1)=[O:7])([CH3:4])([CH3:3])[CH3:2].CCCC[N+](CCCC)(CCCC)CCCC.[F-].CO. (3) The reactants are: C([C@H]([C@@H](C(O)=O)O)O)(O)=O.[CH:11]([O:14][C:15]([C@@H:17]([NH:19][P@@:20]([CH2:29][O:30][C@H:31]([CH3:43])[CH2:32][N:33]1[CH:41]=[N:40][C:39]2[C:34]1=[N:35][CH:36]=[N:37][C:38]=2[NH2:42])([O:22][C:23]1[CH:28]=[CH:27][CH:26]=[CH:25][CH:24]=1)=[O:21])[CH3:18])=[O:16])([CH3:13])[CH3:12].N. Given the product [CH:11]([O:14][C:15]([C@@H:17]([NH:19][P@@:20]([CH2:29][O:30][C@H:31]([CH3:43])[CH2:32][N:33]1[CH:41]=[N:40][C:39]2[C:34]1=[N:35][CH:36]=[N:37][C:38]=2[NH2:42])([O:22][C:23]1[CH:28]=[CH:27][CH:26]=[CH:25][CH:24]=1)=[O:21])[CH3:18])=[O:16])([CH3:12])[CH3:13], predict the reactants needed to synthesize it. (4) Given the product [CH3:13][O:14][C:15]1[CH:16]=[CH:17][C:18]([CH2:19][N:20]2[CH:24]=[C:23]([C:25]3[S:27][CH:3]=[C:4]([NH:6][C:7]4[CH:12]=[CH:11][CH:10]=[CH:9][N:8]=4)[N:26]=3)[C:22]([C:28]([F:31])([F:29])[F:30])=[N:21]2)=[CH:32][CH:33]=1, predict the reactants needed to synthesize it. The reactants are: Cl.Cl[CH2:3][C:4]([NH:6][C:7]1[CH:12]=[CH:11][CH:10]=[CH:9][N:8]=1)=O.[CH3:13][O:14][C:15]1[CH:33]=[CH:32][C:18]([CH2:19][N:20]2[CH:24]=[C:23]([C:25](=[S:27])[NH2:26])[C:22]([C:28]([F:31])([F:30])[F:29])=[N:21]2)=[CH:17][CH:16]=1. (5) The reactants are: [CH2:1]([O:5][C:6]([N:8]1[CH2:13][CH2:12][N:11]([C:14](=[O:32])[C@@H:15]([NH:24]C(OC(C)(C)C)=O)[CH2:16][C:17]2[C:18]([OH:23])=[N:19][O:20][C:21]=2[CH3:22])[CH2:10][CH2:9]1)=[O:7])[CH2:2][CH2:3][CH3:4].C(O)(C(F)(F)F)=O. Given the product [CH2:1]([O:5][C:6]([N:8]1[CH2:9][CH2:10][N:11]([C:14](=[O:32])[C@@H:15]([NH2:24])[CH2:16][C:17]2[C:18]([OH:23])=[N:19][O:20][C:21]=2[CH3:22])[CH2:12][CH2:13]1)=[O:7])[CH2:2][CH2:3][CH3:4], predict the reactants needed to synthesize it. (6) The reactants are: [NH2:1][C:2]1[CH:7]=[CH:6][CH:5]=[CH:4][C:3]=1[CH2:8][C:9]#[N:10].[Br:11]N1C(=O)CCC1=O. Given the product [NH2:1][C:2]1[CH:7]=[CH:6][C:5]([Br:11])=[CH:4][C:3]=1[CH2:8][C:9]#[N:10], predict the reactants needed to synthesize it. (7) The reactants are: [C:1]1([OH:7])[CH:6]=[CH:5][CH:4]=[CH:3][CH:2]=1.[OH-].[Na+].[CH:10]1[CH:15]=[CH:14][C:13]([C@H:16]2[O:18][C@@H:17]2[CH2:19][OH:20])=[CH:12][CH:11]=1. Given the product [O:7]([C@@H:16]([C:13]1[CH:14]=[CH:15][CH:10]=[CH:11][CH:12]=1)[C@H:17]([OH:18])[CH2:19][OH:20])[C:1]1[CH:6]=[CH:5][CH:4]=[CH:3][CH:2]=1, predict the reactants needed to synthesize it. (8) Given the product [CH3:7][O:6][C:4](=[O:5])[C:3]1[CH:8]=[CH:9][C:10]([C:12]([O:14][CH3:15])=[O:13])=[CH:11][C:2]=1[N:1]=[C:17]=[O:19], predict the reactants needed to synthesize it. The reactants are: [NH2:1][C:2]1[CH:11]=[C:10]([C:12]([O:14][CH3:15])=[O:13])[CH:9]=[CH:8][C:3]=1[C:4]([O:6][CH3:7])=[O:5].Cl[C:17](Cl)([O:19]C(=O)OC(Cl)(Cl)Cl)Cl. (9) Given the product [C:58]([N:51]1[C:52]2[C:57](=[CH:56][CH:55]=[CH:54][CH:53]=2)[C@H:48]([NH:47][C:36]2[CH:43]=[CH:42][CH:41]=[CH:40][C:37]=2[C:38]#[N:39])[C@@H:49]([CH3:64])[C@@H:50]1[CH:61]1[CH2:63][CH2:62]1)(=[O:60])[CH3:59], predict the reactants needed to synthesize it. The reactants are: CN(C1C(C2C(P(C3CCCCC3)C3CCCCC3)=CC=CC=2)=CC=CC=1)C.CC(C)([O-])C.[Na+].Br[C:36]1[CH:43]=[CH:42][CH:41]=[CH:40][C:37]=1[C:38]#[N:39].C(=O)C.[NH2:47][C@H:48]1[C:57]2[C:52](=[CH:53][CH:54]=[CH:55][CH:56]=2)[N:51]([C:58](=[O:60])[CH3:59])[C@@H:50]([CH:61]2[CH2:63][CH2:62]2)[C@@H:49]1[CH3:64]. (10) Given the product [CH3:1][N:2]1[C:15]2[C:10](=[CH:11][CH:12]=[CH:13][CH:14]=2)[C:4]2([CH2:5][CH2:6][N:7]([CH2:17][C:18]3[CH:26]=[CH:25][C:21]([C:22]([OH:24])=[O:23])=[CH:20][CH:19]=3)[CH2:8][CH2:9]2)[CH2:3]1, predict the reactants needed to synthesize it. The reactants are: [CH3:1][N:2]1[C:15]2[C:10](=[CH:11][CH:12]=[CH:13][CH:14]=2)[C:4]2([CH2:9][CH2:8][NH:7][CH2:6][CH2:5]2)[CH2:3]1.Br[CH2:17][C:18]1[CH:26]=[CH:25][C:21]([C:22]([OH:24])=[O:23])=[CH:20][CH:19]=1.C(N(CC)C(C)C)(C)C.